From a dataset of Forward reaction prediction with 1.9M reactions from USPTO patents (1976-2016). Predict the product of the given reaction. Given the reactants [O:1]1[C:5]2[CH:6]=[CH:7][C:8]([C:10]3([C:13]([NH:15][C:16]4[S:17][C:18]([C@H:21]([C:29]5[CH:34]=[CH:33][C:32]([F:35])=[CH:31][C:30]=5[Cl:36])[NH:22][S@@](C(C)(C)C)=O)=[CH:19][N:20]=4)=[O:14])[CH2:12][CH2:11]3)=[CH:9][C:4]=2[O:3][CH2:2]1.Cl.O1CCOCC1, predict the reaction product. The product is: [NH2:22][C@@H:21]([C:29]1[CH:34]=[CH:33][C:32]([F:35])=[CH:31][C:30]=1[Cl:36])[C:18]1[S:17][C:16]([NH:15][C:13]([C:10]2([C:8]3[CH:7]=[CH:6][C:5]4[O:1][CH2:2][O:3][C:4]=4[CH:9]=3)[CH2:11][CH2:12]2)=[O:14])=[N:20][CH:19]=1.